From a dataset of Forward reaction prediction with 1.9M reactions from USPTO patents (1976-2016). Predict the product of the given reaction. (1) Given the reactants C1(P(C2C=CC=CC=2)C2C=CC=CC=2)C=CC=CC=1.CC(OC(/N=N/C(OC(C)C)=O)=O)C.[C:34]([O:38][C:39](=[O:45])[NH:40][CH2:41][CH2:42][CH2:43][OH:44])([CH3:37])([CH3:36])[CH3:35].[Cl:46][C:47]1[CH:56]=[CH:55][CH:54]=[C:53]2[C:48]=1[C:49](O)=[CH:50][C:51](=[O:57])[O:52]2, predict the reaction product. The product is: [C:34]([O:38][C:39](=[O:45])[NH:40][CH2:41][CH2:42][CH2:43][O:44][C:49]1[C:48]2[C:47]([Cl:46])=[CH:56][CH:55]=[CH:54][C:53]=2[O:52][C:51](=[O:57])[CH:50]=1)([CH3:37])([CH3:35])[CH3:36]. (2) The product is: [C:3]([O:7][C:8]([N:10]1[CH2:11][CH:12]2[CH2:25][CH2:24][CH:22]([C:21]3[CH:20]=[C:19]4[C:15](=[CH:14][C:13]=32)[N:16]=[CH:17][N:18]4[CH3:2])[CH2:23]1)=[O:9])([CH3:6])([CH3:4])[CH3:5]. Given the reactants I[CH3:2].[C:3]([O:7][C:8]([N:10]1[CH2:23][CH:22]2[CH2:24][CH2:25][CH:12]([C:13]3[CH:14]=[C:15]4[C:19](=[CH:20][C:21]=32)[N:18]=[CH:17][NH:16]4)[CH2:11]1)=[O:9])([CH3:6])([CH3:5])[CH3:4].[OH-].[Na+], predict the reaction product. (3) Given the reactants Cl[C:2]1[C:3]2[N:11]=[C:10]([Cl:12])[CH:9]=[CH:8][C:4]=2[N:5]=[CH:6][N:7]=1.[C:13]([O-])(O)=[O:14].[Na+], predict the reaction product. The product is: [Cl:12][C:10]1[CH:9]=[CH:8][C:4]2[N:5]=[CH:6][N:7]=[C:2]([O:14][CH3:13])[C:3]=2[N:11]=1. (4) Given the reactants Br[C:2]1[CH:3]=[C:4]([CH:14]=[CH:15][CH:16]=1)[C:5]([C:7]1[CH:12]=[CH:11][CH:10]=[C:9](Br)[CH:8]=1)=[O:6].[NH:17]1[CH:21]=[CH:20][CH:19]=[N:18]1.C(=O)([O-])[O-].[Cs+].[Cs+].[CH:28](=[N:36]O)[C:29]1C(=CC=C[CH:35]=1)O.C(#[N:40])C, predict the reaction product. The product is: [C:5]([C:7]1[CH:12]=[CH:11][CH:10]=[C:9]([N:36]2[CH:28]=[CH:29][CH:35]=[N:40]2)[CH:8]=1)([C:4]1[CH:14]=[CH:15][CH:16]=[C:2]([N:17]2[CH:21]=[CH:20][CH:19]=[N:18]2)[CH:3]=1)=[O:6]. (5) The product is: [CH2:1]([N:3]1[C:15]2[CH:14]=[CH:13][C:12]([CH2:16][N:33]3[CH2:34][CH2:35][CH:30]([C:25]4[CH:24]=[C:23]([NH:22][C:20](=[O:21])[CH:19]([CH3:36])[CH3:18])[CH:28]=[CH:27][C:26]=4[CH3:29])[CH2:31][CH2:32]3)=[CH:11][C:10]=2[C:9]2[C:4]1=[CH:5][CH:6]=[CH:7][CH:8]=2)[CH3:2]. Given the reactants [CH2:1]([N:3]1[C:15]2[CH:14]=[CH:13][C:12]([CH:16]=O)=[CH:11][C:10]=2[C:9]2[C:4]1=[CH:5][CH:6]=[CH:7][CH:8]=2)[CH3:2].[CH3:18][CH:19]([CH3:36])[C:20]([NH:22][C:23]1[CH:28]=[CH:27][C:26]([CH3:29])=[C:25]([CH:30]2[CH2:35][CH2:34][NH:33][CH2:32][CH2:31]2)[CH:24]=1)=[O:21], predict the reaction product. (6) The product is: [C:23]([CH2:25][C:26]1([N:1]2[CH:5]=[C:4]([C:6]3[C:7]4[CH:14]=[CH:13][N:12]([CH2:15][O:16][CH2:17][CH2:18][Si:19]([CH3:22])([CH3:21])[CH3:20])[C:8]=4[N:9]=[CH:10][N:11]=3)[CH:3]=[N:2]2)[CH2:29][CH:28]([C:30]([O:32][CH2:33][CH3:34])=[O:31])[CH2:27]1)#[N:24]. Given the reactants [NH:1]1[CH:5]=[C:4]([C:6]2[C:7]3[CH:14]=[CH:13][N:12]([CH2:15][O:16][CH2:17][CH2:18][Si:19]([CH3:22])([CH3:21])[CH3:20])[C:8]=3[N:9]=[CH:10][N:11]=2)[CH:3]=[N:2]1.[C:23]([CH:25]=[C:26]1[CH2:29][CH:28]([C:30]([O:32][CH2:33][CH3:34])=[O:31])[CH2:27]1)#[N:24].N12CCCN=C1CCCCC2, predict the reaction product.